This data is from Experimentally validated miRNA-target interactions with 360,000+ pairs, plus equal number of negative samples. The task is: Binary Classification. Given a miRNA mature sequence and a target amino acid sequence, predict their likelihood of interaction. The miRNA is rno-miR-125a-5p with sequence UCCCUGAGACCCUUUAACCUGUGA. The protein sequence of the target gene is MISLKVCGFIQIWSQKTGMTKLKEALIETVQRQKEIKLVVTFKSGKFIRIFQLSNNIRSVVLRHCKKRQSHLRLTLKNNVFLFIDKLSYRDAKQLNMFLDIIHQNKSQQPMKSDDDWSVFESRNMLKEIDKTSFYSICNKPSYQKMPLFMSKSPTHVKKGILENQGGKGQNTLSSDVQTNEDILKEDNPVPNKKYKTDSLKYIQSNRKNPSSLEDLEKDRDLKLGPSFNTNCNGNPNLDETVLATQTLNAKNGLTSPLEPEHSQGDPRCNKAQVPLDSHSQQLQQGFPNLGNTCYMNAVL.... Result: 0 (no interaction).